This data is from Peptide-MHC class II binding affinity with 134,281 pairs from IEDB. The task is: Regression. Given a peptide amino acid sequence and an MHC pseudo amino acid sequence, predict their binding affinity value. This is MHC class II binding data. The peptide sequence is NPNYLALLVKYVNGD. The MHC is DRB1_0404 with pseudo-sequence DRB1_0404. The binding affinity (normalized) is 0.499.